This data is from Forward reaction prediction with 1.9M reactions from USPTO patents (1976-2016). The task is: Predict the product of the given reaction. (1) The product is: [O:8]1[CH2:13][CH2:12][CH2:11][CH2:10][CH:9]1[N:1]1[CH:5]=[N:4][C:3]([C:6]#[N:7])=[N:2]1. Given the reactants [NH:1]1[CH:5]=[N:4][C:3]([C:6]#[N:7])=[N:2]1.[O:8]1[CH:13]=[CH:12][CH2:11][CH2:10][CH2:9]1.C1(C)C=CC(S(O)(=O)=O)=CC=1.C(=O)(O)[O-].[Na+], predict the reaction product. (2) Given the reactants O[C:2]([C:7]1[C:12]([F:13])=[CH:11][CH:10]=[C:9]([F:14])[C:8]=1[F:15])([CH3:6])[C:3](=[O:5])[CH3:4].OS(O)(=O)=O, predict the reaction product. The product is: [F:15][C:8]1[C:9]([F:14])=[CH:10][CH:11]=[C:12]([F:13])[C:7]=1[C:2](=[CH2:6])[C:3](=[O:5])[CH3:4]. (3) Given the reactants [CH2:1]([O:3][C:4]1[CH:9]=[C:8]([CH2:10]O)[CH:7]=[CH:6][N:5]=1)[CH3:2].[Br:12]P(Br)(C1C=CC=CC=1)(C1C=CC=CC=1)C1C=CC=CC=1, predict the reaction product. The product is: [CH2:1]([O:3][C:4]1[CH:9]=[C:8]([CH2:10][Br:12])[CH:7]=[CH:6][N:5]=1)[CH3:2].